Task: Predict the product of the given reaction.. Dataset: Forward reaction prediction with 1.9M reactions from USPTO patents (1976-2016) (1) Given the reactants [OH-].[Na+].[N:3]1([CH:9]2[CH2:14][CH2:13][N:12]([C:15](=[O:29])[CH2:16][CH2:17][C:18]3[N:19]([CH2:23][C:24]([O:26]CC)=[O:25])[CH:20]=[CH:21][N:22]=3)[CH2:11][CH2:10]2)[CH2:8][CH2:7][CH2:6][CH2:5][CH2:4]1.[ClH:30], predict the reaction product. The product is: [ClH:30].[N:3]1([CH:9]2[CH2:14][CH2:13][N:12]([C:15](=[O:29])[CH2:16][CH2:17][C:18]3[N:19]([CH2:23][C:24]([OH:26])=[O:25])[CH:20]=[CH:21][N:22]=3)[CH2:11][CH2:10]2)[CH2:8][CH2:7][CH2:6][CH2:5][CH2:4]1. (2) Given the reactants [C:1]1(B(O)O)[CH:6]=[CH:5][CH:4]=[CH:3][CH:2]=1.[Cl-].C(C1C=CC=C(C(C)C)C=1[N+]1C=[CH:26][N:25]([C:28]2[C:33]([CH:34]([CH3:36])[CH3:35])=[CH:32][CH:31]=[CH:30][C:29]=2[CH:37]([CH3:39])C)[CH:24]=1)(C)C.[C:40]([O-:43])([O-])=O.[Na+].[Na+].C(O)C, predict the reaction product. The product is: [C:1]1([C:29]2[CH:37]=[CH:39][C:40]3[O:43][C:33]4([CH2:28][N:25]5[CH2:24][CH2:35][CH:34]4[CH2:36][CH2:26]5)[CH2:32][C:31]=3[CH:30]=2)[CH:6]=[CH:5][CH:4]=[CH:3][CH:2]=1. (3) Given the reactants [CH3:1][C:2]1[C:11]([N+:12]([O-])=O)=[CH:10][C:9]([C:15]([F:18])([F:17])[F:16])=[CH:8][C:3]=1[C:4]([O:6][CH3:7])=[O:5].[Cl-].[NH4+], predict the reaction product. The product is: [NH2:12][C:11]1[C:2]([CH3:1])=[C:3]([CH:8]=[C:9]([C:15]([F:16])([F:17])[F:18])[CH:10]=1)[C:4]([O:6][CH3:7])=[O:5]. (4) Given the reactants [F:1][C:2]1[CH:7]=[C:6]([F:8])[CH:5]=[CH:4][C:3]=1[S:9]([NH:12][C:13]1[C:14]([O:29][CH3:30])=[N:15][CH:16]=[C:17]([C:19]2[CH:24]=[CH:23][N:22]3[N:25]=[CH:26][C:27](I)=[C:21]3[N:20]=2)[CH:18]=1)(=[O:11])=[O:10].[CH:31](N(C(C)C)CC)([CH3:33])[CH3:32].C#CC, predict the reaction product. The product is: [F:1][C:2]1[CH:7]=[C:6]([F:8])[CH:5]=[CH:4][C:3]=1[S:9]([NH:12][C:13]1[C:14]([O:29][CH3:30])=[N:15][CH:16]=[C:17]([C:19]2[CH:24]=[CH:23][N:22]3[N:25]=[CH:26][C:27]([C:32]#[C:31][CH3:33])=[C:21]3[N:20]=2)[CH:18]=1)(=[O:11])=[O:10]. (5) Given the reactants [Br:1][C:2]1[CH:7]=[CH:6][C:5]([OH:8])=[C:4]([F:9])[CH:3]=1.[CH2:10](O)[CH2:11][CH2:12][CH3:13].C1(P(C2C=CC=CC=2)C2C=CC=CC=2)C=CC=CC=1.N(C(OC(C)C)=O)=NC(OC(C)C)=O, predict the reaction product. The product is: [Br:1][C:2]1[CH:7]=[CH:6][C:5]([O:8][CH2:10][CH2:11][CH2:12][CH3:13])=[C:4]([F:9])[CH:3]=1.